Dataset: CYP2D6 inhibition data for predicting drug metabolism from PubChem BioAssay. Task: Regression/Classification. Given a drug SMILES string, predict its absorption, distribution, metabolism, or excretion properties. Task type varies by dataset: regression for continuous measurements (e.g., permeability, clearance, half-life) or binary classification for categorical outcomes (e.g., BBB penetration, CYP inhibition). Dataset: cyp2d6_veith. (1) The molecule is C1CCN(c2nc3nonc3nc2N2CCCC2)C1. The result is 0 (non-inhibitor). (2) The molecule is COc1ccc(CC(=O)Nc2ccc(-c3noc(-c4cccc(OC)c4)n3)cc2)cc1. The result is 0 (non-inhibitor).